Dataset: Full USPTO retrosynthesis dataset with 1.9M reactions from patents (1976-2016). Task: Predict the reactants needed to synthesize the given product. (1) The reactants are: [Cl:1][C:2]1[CH:7]=[CH:6][C:5]([NH:8]C(=O)C(F)(F)F)=[C:4]([C:15]2[N:16]=[CH:17][N:18]([C@@H:22]3[C:38]4[CH:39]=[C:34]([CH:35]=[CH:36][N:37]=4)[C:33]4[N:32]([CH:40]([F:42])[F:41])[N:31]=[CH:30][C:29]=4[NH:28][C:27](=[O:43])[C@H:26]([CH3:44])[CH2:25][CH2:24][CH2:23]3)[C:19](=[O:21])[CH:20]=2)[CH:3]=1.CO. Given the product [NH2:8][C:5]1[CH:6]=[CH:7][C:2]([Cl:1])=[CH:3][C:4]=1[C:15]1[N:16]=[CH:17][N:18]([C@@H:22]2[C:38]3[CH:39]=[C:34]([CH:35]=[CH:36][N:37]=3)[C:33]3[N:32]([CH:40]([F:42])[F:41])[N:31]=[CH:30][C:29]=3[NH:28][C:27](=[O:43])[C@H:26]([CH3:44])[CH2:25][CH2:24][CH2:23]2)[C:19](=[O:21])[CH:20]=1, predict the reactants needed to synthesize it. (2) Given the product [Cl:18][C:16]1[CH:17]=[C:12]([C:6]2[C:5]3[N:19]([CH2:20][C@H:21]4[CH2:26][CH2:25][C@H:24]([CH3:27])[CH2:23][CH2:22]4)[C:2]([NH:28][C:29]4[CH:34]=[CH:33][CH:32]=[CH:31][CH:30]=4)=[N:3][C:4]=3[CH:9]=[C:8]([C:10]#[N:11])[N:7]=2)[CH:13]=[N:14][CH:15]=1, predict the reactants needed to synthesize it. The reactants are: Br[C:2]1[N:19]([CH2:20][C@H:21]2[CH2:26][CH2:25][C@H:24]([CH3:27])[CH2:23][CH2:22]2)[C:5]2[C:6]([C:12]3[CH:13]=[N:14][CH:15]=[C:16]([Cl:18])[CH:17]=3)=[N:7][C:8]([C:10]#[N:11])=[CH:9][C:4]=2[N:3]=1.[NH2:28][C:29]1[CH:34]=[CH:33][CH:32]=[CH:31][CH:30]=1.CC(C)([O-])C.[Na+]. (3) The reactants are: [C:1]([C:3]1[CH:4]=[C:5]([NH:9][C:10]2[C:19]3[C:14](=[CH:15][C:16]([O:21][CH3:22])=[C:17]([OH:20])[CH:18]=3)[N:13]=[CH:12][N:11]=2)[CH:6]=[CH:7][CH:8]=1)#[CH:2].Cl[CH2:24][CH2:25][CH2:26][N:27]1[CH2:32][CH2:31][CH:30]2[CH2:33][O:34][CH2:35][CH:29]2[CH2:28]1.C([O-])([O-])=O.[K+].[K+].C(Cl)Cl. Given the product [C:1]([C:3]1[CH:4]=[C:5]([NH:9][C:10]2[C:19]3[C:14](=[CH:15][C:16]([O:21][CH3:22])=[C:17]([O:20][CH2:24][CH2:25][CH2:26][N:27]4[CH2:32][CH2:31][CH:30]5[CH2:33][O:34][CH2:35][CH:29]5[CH2:28]4)[CH:18]=3)[N:13]=[CH:12][N:11]=2)[CH:6]=[CH:7][CH:8]=1)#[CH:2], predict the reactants needed to synthesize it. (4) Given the product [C:42]([N:16]1[CH2:17][CH2:18][C:13]([C:11]2[CH:10]=[C:9]([NH:21][C:22]3[CH:27]=[C:26]([C:28]([F:29])([F:30])[F:31])[CH:25]=[CH:24][N:23]=3)[N:8]=[C:7]([N:4]3[CH2:5][CH2:6][C:2]([F:1])([F:32])[CH2:3]3)[N:12]=2)([C:19]#[N:20])[CH2:14][CH2:15]1)(=[O:44])[CH3:43], predict the reactants needed to synthesize it. The reactants are: [F:1][C:2]1([F:32])[CH2:6][CH2:5][N:4]([C:7]2[N:12]=[C:11]([C:13]3([C:19]#[N:20])[CH2:18][CH2:17][NH:16][CH2:15][CH2:14]3)[CH:10]=[C:9]([NH:21][C:22]3[CH:27]=[C:26]([C:28]([F:31])([F:30])[F:29])[CH:25]=[CH:24][N:23]=3)[N:8]=2)[CH2:3]1.C(N(C(C)C)C(C)C)C.[C:42](OC(=O)C)(=[O:44])[CH3:43]. (5) The reactants are: [NH3:1].CO[C:4]([C@@H:6]1[O:10][C:9](=[O:11])[N:8]([C:12]2[CH:13]=[C:14]3[C:18](=[CH:19][CH:20]=2)[N:17]([CH2:21][CH2:22][CH3:23])[C:16](=[O:24])[CH2:15]3)[CH2:7]1)=[O:5]. Given the product [O:11]=[C:9]1[N:8]([C:12]2[CH:13]=[C:14]3[C:18](=[CH:19][CH:20]=2)[N:17]([CH2:21][CH2:22][CH3:23])[C:16](=[O:24])[CH2:15]3)[CH2:7][C@H:6]([C:4]([NH2:1])=[O:5])[O:10]1, predict the reactants needed to synthesize it. (6) Given the product [F:1][CH:2]([F:19])[O:3][C:4]1[CH:9]=[CH:8][C:7]([C:10]#[CH:11])=[CH:6][C:5]=1[CH:16]([CH3:17])[CH3:18], predict the reactants needed to synthesize it. The reactants are: [F:1][CH:2]([F:19])[O:3][C:4]1[CH:9]=[CH:8][C:7]([C:10]#[C:11][Si](C)(C)C)=[CH:6][C:5]=1[CH:16]([CH3:18])[CH3:17].C([O-])([O-])=O.[K+].[K+].